From a dataset of Full USPTO retrosynthesis dataset with 1.9M reactions from patents (1976-2016). Predict the reactants needed to synthesize the given product. (1) Given the product [Cl:1][C:2]1[C:7]([CH2:8][CH2:9][OH:10])=[C:6]([Cl:11])[N:5]2[N:12]=[CH:13][CH:14]=[C:4]2[N:3]=1, predict the reactants needed to synthesize it. The reactants are: [Cl:1][C:2]1[C:7]([CH2:8][CH:9]=[O:10])=[C:6]([Cl:11])[N:5]2[N:12]=[CH:13][CH:14]=[C:4]2[N:3]=1.[BH4-].[Na+].[Cl-].[NH4+]. (2) Given the product [C:2]([S:5]([N:7]=[C:9]1[CH2:10][N:11]([C:13]([O:15][C:16]([CH3:19])([CH3:18])[CH3:17])=[O:14])[CH2:12]1)=[O:6])([CH3:4])([CH3:3])[CH3:1], predict the reactants needed to synthesize it. The reactants are: [CH3:1][C:2]([S:5]([NH2:7])=[O:6])([CH3:4])[CH3:3].O=[C:9]1[CH2:12][N:11]([C:13]([O:15][C:16]([CH3:19])([CH3:18])[CH3:17])=[O:14])[CH2:10]1.C([O-])(O)=O.[Na+]. (3) Given the product [CH:16]1([CH2:19][O:1][C:2]2[CH:3]=[C:4]([CH:7]=[CH:8][CH:9]=2)[CH:5]=[O:6])[CH2:18][CH2:17]1, predict the reactants needed to synthesize it. The reactants are: [OH:1][C:2]1[CH:3]=[C:4]([CH:7]=[CH:8][CH:9]=1)[CH:5]=[O:6].C(=O)([O-])[O-].[K+].[K+].[CH:16]1([CH2:19]Cl)[CH2:18][CH2:17]1. (4) Given the product [ClH:16].[OH:3][C:4]1[NH:5][C:6]2[C:11]([C:12]=1[C:17]1[CH:18]=[CH:19][C:20]([CH2:24][N:25]3[CH2:30][CH2:29][O:28][CH2:27][CH2:26]3)=[CH:21][N:22]=1)=[CH:10][C:9]([C:13]([NH2:15])=[O:14])=[CH:8][CH:7]=2, predict the reactants needed to synthesize it. The reactants are: [H-].[Na+].[O:3]=[C:4]1[CH2:12][C:11]2[C:6](=[CH:7][CH:8]=[C:9]([C:13]([NH2:15])=[O:14])[CH:10]=2)[NH:5]1.[Cl:16][C:17]1[N+:22]([O-])=[CH:21][C:20]([CH2:24][N:25]2[CH2:30][CH2:29][O:28][CH2:27][CH2:26]2)=[CH:19][CH:18]=1.P(Cl)(Cl)Cl. (5) The reactants are: [CH3:1][C:2]1[CH:11]=[CH:10][CH:9]=[C:8]2[C:3]=1[C:4](=[O:46])[N:5]([C:32]1[CH:33]=[C:34](OS(C(F)(F)F)(=O)=O)[CH:35]=[CH:36][CH:37]=1)[C:6]([CH:12]([NH:14][C:15]1[N:23]=[CH:22][N:21]=[C:20]3[C:16]=1[N:17]=[CH:18][N:19]3[CH2:24][O:25][CH2:26][CH2:27][Si:28]([CH3:31])([CH3:30])[CH3:29])[CH3:13])=[N:7]2.[CH3:47][N:48](C=O)C. Given the product [CH3:1][C:2]1[CH:11]=[CH:10][CH:9]=[C:8]2[C:3]=1[C:4](=[O:46])[N:5]([C:32]1[CH:33]=[C:34]([CH:35]=[CH:36][CH:37]=1)[C:47]#[N:48])[C:6]([CH:12]([NH:14][C:15]1[N:23]=[CH:22][N:21]=[C:20]3[C:16]=1[N:17]=[CH:18][N:19]3[CH2:24][O:25][CH2:26][CH2:27][Si:28]([CH3:30])([CH3:29])[CH3:31])[CH3:13])=[N:7]2, predict the reactants needed to synthesize it. (6) Given the product [CH:31]1([NH:30][C:26]2[CH:25]=[C:24]([C:21]3[S:20][CH:19]=[C:18]([N:12]([S:9](=[O:10])(=[O:11])[NH2:8])[CH2:13][C:14]([O:16][CH3:17])=[O:15])[C:22]=3[CH3:23])[CH:29]=[CH:28][CH:27]=2)[CH2:36][CH2:35][CH2:34][CH2:33][CH2:32]1, predict the reactants needed to synthesize it. The reactants are: C(OC([NH:8][S:9]([N:12]([C:18]1[C:22]([CH3:23])=[C:21]([C:24]2[CH:29]=[CH:28][CH:27]=[C:26]([NH:30][CH:31]3[CH2:36][CH2:35][CH2:34][CH2:33][CH2:32]3)[CH:25]=2)[S:20][CH:19]=1)[CH2:13][C:14]([O:16][CH3:17])=[O:15])(=[O:11])=[O:10])=O)(C)(C)C.C(O)(C(F)(F)F)=O. (7) Given the product [ClH:29].[NH2:1][C:2]1[CH:7]=[CH:6][C:5]([C:8]2[O:9][C:10]3[C:15]([C:16](=[O:18])[CH:17]=2)=[C:14]([OH:19])[CH:13]=[C:12]([OH:20])[C:11]=3[C@@H:21]2[CH2:25][CH2:24][N:23]([CH3:26])[C@H:22]2[CH2:27][OH:28])=[C:4]([Cl:29])[CH:3]=1, predict the reactants needed to synthesize it. The reactants are: [NH2:1][C:2]1[CH:7]=[CH:6][C:5]([C:8]2[O:9][C:10]3[C:15]([C:16](=[O:18])[CH:17]=2)=[C:14]([OH:19])[CH:13]=[C:12]([OH:20])[C:11]=3[C@@H:21]2[CH2:25][CH2:24][N:23]([CH3:26])[C@H:22]2[CH2:27][OH:28])=[C:4]([Cl:29])[CH:3]=1.Cl. (8) Given the product [C:1]([CH2:3][NH:4][C:5](=[O:36])[C@H:6]([CH2:32][CH:33]([CH3:34])[CH3:35])[NH:7][C:8]1[C:9]([C:13]2[CH:14]=[CH:15][C:16]([N:19]3[CH2:20][CH2:21][NH:22][CH2:23][CH2:24]3)=[CH:17][CH:18]=2)=[N:10][O:11][CH:12]=1)#[N:2], predict the reactants needed to synthesize it. The reactants are: [C:1]([CH2:3][NH:4][C:5](=[O:36])[C@H:6]([CH2:32][CH:33]([CH3:35])[CH3:34])[NH:7][C:8]1[C:9]([C:13]2[CH:18]=[CH:17][C:16]([N:19]3[CH2:24][CH2:23][N:22](C(OC(C)(C)C)=O)[CH2:21][CH2:20]3)=[CH:15][CH:14]=2)=[N:10][O:11][CH:12]=1)#[N:2].CS(O)(=O)=O.